This data is from CYP2D6 inhibition data for predicting drug metabolism from PubChem BioAssay. The task is: Regression/Classification. Given a drug SMILES string, predict its absorption, distribution, metabolism, or excretion properties. Task type varies by dataset: regression for continuous measurements (e.g., permeability, clearance, half-life) or binary classification for categorical outcomes (e.g., BBB penetration, CYP inhibition). Dataset: cyp2d6_veith. (1) The drug is O=C(Cc1ccccc1)NCCSCc1ccc(Cl)cc1. The result is 1 (inhibitor). (2) The compound is COCCNc1cc(-c2ccccc2C(F)(F)F)ncn1. The result is 0 (non-inhibitor). (3) The molecule is CO[C@@H]1COC(=O)[C@H](COCc2ccccc2)NC(=O)C/C=C\[C@@H](C)[C@H](OC)COC(=O)[C@H](COCc2ccccc2)NC(=O)C/C=C\[C@H]1C. The result is 0 (non-inhibitor). (4) The compound is Cc1cccc(N(C)S(=O)(=O)c2ccc3[nH]c(=O)c(=O)[nH]c3c2)c1. The result is 0 (non-inhibitor). (5) The result is 1 (inhibitor). The compound is Cc1cc[n+](CC(=O)Nc2cc(C(F)(F)F)ccc2Cl)cc1.[Cl-]. (6) The drug is CN(C)Cc1ccccc1-c1nc(N(C)Cc2ccco2)c2ccccc2n1. The result is 1 (inhibitor). (7) The result is 0 (non-inhibitor). The compound is CCCCOC(=O)c1ccc(N)cc1.